From a dataset of Full USPTO retrosynthesis dataset with 1.9M reactions from patents (1976-2016). Predict the reactants needed to synthesize the given product. (1) Given the product [CH3:7][C:8]1([CH3:10])[CH2:9][C@:16]2([O:27][CH2:15]2)[CH2:17][C@@H:18]([C:20]([O:22][CH2:23][CH2:24][CH2:25][CH3:26])=[O:21])[O:11]1, predict the reactants needed to synthesize it. The reactants are: [I-].C[S+](C)(C)=O.[CH3:7][C:8]([O-:11])([CH3:10])[CH3:9].[K+].CC1(C)O[C@H:18]([C:20]([O:22][CH2:23][CH2:24][CH2:25][CH3:26])=[O:21])[CH2:17][C:16](=[O:27])[CH2:15]1. (2) Given the product [Br:11][C:12]1[N:17]=[C:16]([NH:18][CH2:8][CH:6]2[CH2:7][C@H:2]([CH3:1])[O:3][C@H:4]([CH3:10])[CH2:5]2)[CH:15]=[CH:14][CH:13]=1, predict the reactants needed to synthesize it. The reactants are: [CH3:1][C@@H:2]1[CH2:7][CH:6]([CH:8]=O)[CH2:5][C@H:4]([CH3:10])[O:3]1.[Br:11][C:12]1[N:17]=[C:16]([NH2:18])[CH:15]=[CH:14][CH:13]=1.C(O[BH-](OC(=O)C)OC(=O)C)(=O)C.[Na+].C(O)(=O)C. (3) The reactants are: [F:1][C:2]1[CH:19]=[C:18]([N+:20]([O-:22])=[O:21])[CH:17]=[CH:16][C:3]=1[C:4]([N:6]([CH3:15])[NH:7]C(OC(C)(C)C)=O)=[O:5]. Given the product [F:1][C:2]1[CH:19]=[C:18]([N+:20]([O-:22])=[O:21])[CH:17]=[CH:16][C:3]=1[C:4]([N:6]([CH3:15])[NH2:7])=[O:5], predict the reactants needed to synthesize it.